Dataset: Forward reaction prediction with 1.9M reactions from USPTO patents (1976-2016). Task: Predict the product of the given reaction. (1) Given the reactants [CH:1]([S:4][C:5]1[CH:6]=[C:7]([C:15]2[CH:20]=[CH:19][C:18]([CH2:21][C:22]([CH3:31])([NH:24]C(=O)C(F)(F)F)[CH3:23])=[CH:17][CH:16]=2)[CH:8]=[CH:9][C:10]=1[C:11](OC)=[O:12])([CH3:3])[CH3:2].[OH-].[Na+].[CH2:34]([OH:36])[CH3:35], predict the reaction product. The product is: [NH2:24][C:22]([CH3:23])([CH3:31])[CH2:21][C:18]1[CH:17]=[CH:16][C:15]([C:7]2[CH:8]=[CH:9][C:10]([C:11]([O:36][CH2:34][CH3:35])=[O:12])=[C:5]([S:4][CH:1]([CH3:3])[CH3:2])[CH:6]=2)=[CH:20][CH:19]=1. (2) Given the reactants C[O:2][C:3](=[O:19])[C:4]1[CH:9]=[CH:8][C:7]([F:10])=[C:6]([O:11][C:12]2[CH:17]=[CH:16][N:15]=[C:14]([Cl:18])[CH:13]=2)[CH:5]=1.[OH-].[Li+].O.Cl, predict the reaction product. The product is: [Cl:18][C:14]1[CH:13]=[C:12]([O:11][C:6]2[CH:5]=[C:4]([CH:9]=[CH:8][C:7]=2[F:10])[C:3]([OH:19])=[O:2])[CH:17]=[CH:16][N:15]=1. (3) Given the reactants [C:1]([O:6][CH2:7][CH2:8][CH2:9][CH2:10][CH2:11][CH2:12][CH2:13][CH2:14][CH2:15][CH2:16][CH2:17][CH2:18][CH2:19][CH2:20][CH2:21][CH2:22][CH2:23][CH2:24][CH2:25][CH2:26][CH2:27][CH3:28])(=[O:5])[C:2]([CH3:4])=[CH2:3].C(O)(=O)C(C)=C.C(S)CCCCCCCCCCC, predict the reaction product. The product is: [C:1]([OH:6])(=[O:5])[C:2]([CH3:4])=[CH2:3].[C:1]([O:6][CH2:7][CH2:8][CH2:9][CH2:10][CH2:11][CH2:12][CH2:13][CH2:14][CH2:15][CH2:16][CH2:17][CH2:18][CH2:19][CH2:20][CH2:21][CH2:22][CH2:23][CH2:24][CH2:25][CH2:26][CH2:27][CH3:28])(=[O:5])[C:2]([CH3:4])=[CH2:3]. (4) The product is: [Cl:8][C:5]1[N:6]=[CH:7][C:2]([NH:1][C:19](=[O:20])[CH2:18][C:14]2[CH:13]=[C:12]3[C:17](=[CH:16][CH:15]=2)[NH:9][CH:10]=[CH:11]3)=[CH:3][CH:4]=1. Given the reactants [NH2:1][C:2]1[CH:3]=[CH:4][C:5]([Cl:8])=[N:6][CH:7]=1.[NH:9]1[C:17]2[C:12](=[CH:13][C:14]([CH2:18][C:19](O)=[O:20])=[CH:15][CH:16]=2)[CH:11]=[CH:10]1.N, predict the reaction product. (5) The product is: [Cl:18][CH:10]1[C:11]([C:6]#[C:5][Si:2]([CH3:4])([CH3:3])[CH3:1])=[C:12]([CH2:15][CH3:16])[C:13]([Cl:14])=[C:8]([C:6]#[C:5][Si:2]([CH3:4])([CH3:3])[CH3:1])[C:9]1([O:21][CH2:22][CH2:23][CH2:24][CH2:25][CH2:26][CH3:27])[CH2:19][CH3:20]. Given the reactants [CH3:1][Si:2]([C:5]#[CH:6])([CH3:4])[CH3:3].Br[CH:8]1[C:13]([Cl:14])=[C:12]([CH2:15][CH3:16])[C:11](Br)=[C:10]([Cl:18])[C:9]1([O:21][CH2:22][CH2:23][CH2:24][CH2:25][CH2:26][CH3:27])[CH2:19][CH3:20], predict the reaction product. (6) Given the reactants C(OC([NH:8][CH2:9][CH2:10][N:11]([CH2:13][C:14]1[C:15]([C:25]2[CH:26]=[C:27]3[C:31](=[CH:32][CH:33]=2)[N:30](C(OC(C)(C)C)=O)[N:29]=[CH:28]3)=[N:16][N:17](C2CCCCO2)[CH:18]=1)[CH3:12])=O)(C)(C)C.O.CC#N, predict the reaction product. The product is: [NH2:8][CH2:9][CH2:10][N:11]([CH2:13][C:14]1[C:15]([C:25]2[CH:26]=[C:27]3[C:31](=[CH:32][CH:33]=2)[NH:30][N:29]=[CH:28]3)=[N:16][NH:17][CH:18]=1)[CH3:12].